Dataset: Catalyst prediction with 721,799 reactions and 888 catalyst types from USPTO. Task: Predict which catalyst facilitates the given reaction. Reactant: CON(C)[C:4](=[O:11])[C:5]1[CH:10]=[CH:9][CH:8]=[N:7][CH:6]=1.[CH3:13][C:14]([CH3:18])=[CH:15][Mg]Br.[Cl-].[NH4+].O. Product: [CH3:15][C:14]([CH3:18])=[CH:13][C:4]([C:5]1[CH:6]=[N:7][CH:8]=[CH:9][CH:10]=1)=[O:11]. The catalyst class is: 1.